From a dataset of TCR-epitope binding with 47,182 pairs between 192 epitopes and 23,139 TCRs. Binary Classification. Given a T-cell receptor sequence (or CDR3 region) and an epitope sequence, predict whether binding occurs between them. The epitope is ALSKGVHFV. The TCR CDR3 sequence is CASSLVAPHSNQPQHF. Result: 0 (the TCR does not bind to the epitope).